This data is from Full USPTO retrosynthesis dataset with 1.9M reactions from patents (1976-2016). The task is: Predict the reactants needed to synthesize the given product. Given the product [Cl:28][C:26]1[CH:25]=[CH:24][C:23]([O:29][CH2:30][C:31]2[CH:32]=[CH:33][CH:34]=[CH:35][CH:36]=2)=[C:22]([C:17]2[N:16]([C:6]3[CH:5]=[C:4]([CH:9]=[C:8]([N:10]4[CH2:14][CH2:13][CH2:12][C:11]4=[O:15])[CH:7]=3)[C:3]([OH:37])=[O:2])[C:20]([CH3:21])=[CH:19][CH:18]=2)[CH:27]=1, predict the reactants needed to synthesize it. The reactants are: C[O:2][C:3](=[O:37])[C:4]1[CH:9]=[C:8]([N:10]2[CH2:14][CH2:13][CH2:12][C:11]2=[O:15])[CH:7]=[C:6]([N:16]2[C:20]([CH3:21])=[CH:19][CH:18]=[C:17]2[C:22]2[CH:27]=[C:26]([Cl:28])[CH:25]=[CH:24][C:23]=2[O:29][CH2:30][C:31]2[CH:36]=[CH:35][CH:34]=[CH:33][CH:32]=2)[CH:5]=1.